Binary Classification. Given a drug SMILES string, predict its activity (active/inactive) in a high-throughput screening assay against a specified biological target. From a dataset of Cav3 T-type calcium channel HTS with 100,875 compounds. (1) The compound is Fc1ccc(Cn2c3c(occ3)cc2C(OCC)=O)cc1. The result is 0 (inactive). (2) The drug is s1c(C(=O)Nc2c(OC)cccc2)ccc1C. The result is 0 (inactive). (3) The compound is O1CCN(CC1)C(Oc1ccc(cc1)c1ocnn1)=O. The result is 0 (inactive). (4) The molecule is Clc1c(NC(/SC2CC(=O)N(C2=O)c2ccc(cc2)C(OC)=O)=N\C)cc(Cl)cc1. The result is 0 (inactive). (5) The compound is FC(F)(F)C1(NC(=O)c2ccncc2)C2=C(N(C1=O)CCC)CC(CC2=O)(C)C. The result is 0 (inactive). (6) The molecule is Oc1cc(c2nc3c(c4CCCc24)c2c(cc3)cccc2)ccc1. The result is 0 (inactive). (7) The compound is o1c(c(NC(=O)C(C)(C)C)c2c1cccc2)C(=O)Nc1cc(OC)ccc1. The result is 0 (inactive). (8) The compound is O=C(N1CCC(N2CCCCCC2)CC1)COc1cc(ccc1)C. The result is 0 (inactive). (9) The compound is O(CC(O)CNc1ccccc1)c1ccc(OCC(O)CNc2ccccc2)cc1. The result is 0 (inactive).